This data is from Full USPTO retrosynthesis dataset with 1.9M reactions from patents (1976-2016). The task is: Predict the reactants needed to synthesize the given product. (1) Given the product [Br:10][C:11]1[CH:16]=[CH:15][C:14]([CH:17]([OH:21])[C:18]([N:3]([CH3:2])[CH:4]2[CH2:9][CH2:8][O:7][CH2:6][CH2:5]2)=[O:20])=[C:13]([F:22])[CH:12]=1, predict the reactants needed to synthesize it. The reactants are: Cl.[CH3:2][NH:3][CH:4]1[CH2:9][CH2:8][O:7][CH2:6][CH2:5]1.[Br:10][C:11]1[CH:16]=[CH:15][C:14]([CH:17]([OH:21])[C:18]([OH:20])=O)=[C:13]([F:22])[CH:12]=1.F[P-](F)(F)(F)(F)F.N1(O[P+](N(C)C)(N(C)C)N(C)C)C2C=CC=CC=2N=N1.C(N(CC)C(C)C)(C)C. (2) Given the product [O:40]=[C:31]1[C:32]2[C:33](=[CH:36][CH:37]=[CH:38][CH:39]=2)[C:34](=[O:35])[N:30]1[CH2:27]/[CH:28]=[CH:29]/[C:2]1[CH:3]=[CH:4][C:5]([NH:8][C:9]([C:11]2[C:12]([C:17]3[CH:22]=[CH:21][C:20]([C:23]([F:25])([F:26])[F:24])=[CH:19][CH:18]=3)=[CH:13][CH:14]=[CH:15][CH:16]=2)=[O:10])=[CH:6][CH:7]=1, predict the reactants needed to synthesize it. The reactants are: I[C:2]1[CH:7]=[CH:6][C:5]([NH:8][C:9]([C:11]2[C:12]([C:17]3[CH:22]=[CH:21][C:20]([C:23]([F:26])([F:25])[F:24])=[CH:19][CH:18]=3)=[CH:13][CH:14]=[CH:15][CH:16]=2)=[O:10])=[CH:4][CH:3]=1.[CH2:27]([N:30]1[C:34](=[O:35])[C:33]2=[CH:36][CH:37]=[CH:38][CH:39]=[C:32]2[C:31]1=[O:40])[CH:28]=[CH2:29].C(N(CC)CC)C. (3) Given the product [CH:1]1([N:4]([CH2:28][C:29]2[CH:34]=[C:33]([CH2:35][CH2:36][CH2:37][CH2:38][OH:39])[CH:32]=[C:31]([Cl:42])[C:30]=2[Cl:43])[C:5]([C@H:7]2[C@H:12]([C:13]3[CH:18]=[CH:17][N:16]([CH3:19])[C:15](=[O:20])[CH:14]=3)[CH2:11][CH2:10][N:9]([C:21]([O:23][C:24]([CH3:25])([CH3:26])[CH3:27])=[O:22])[CH2:8]2)=[O:6])[CH2:2][CH2:3]1, predict the reactants needed to synthesize it. The reactants are: [CH:1]1([N:4]([CH2:28][C:29]2[CH:34]=[C:33]([CH2:35][CH2:36][CH2:37][C:38](OC)=[O:39])[CH:32]=[C:31]([Cl:42])[C:30]=2[Cl:43])[C:5]([C@H:7]2[C@H:12]([C:13]3[CH:18]=[CH:17][N:16]([CH3:19])[C:15](=[O:20])[CH:14]=3)[CH2:11][CH2:10][N:9]([C:21]([O:23][C:24]([CH3:27])([CH3:26])[CH3:25])=[O:22])[CH2:8]2)=[O:6])[CH2:3][CH2:2]1.[BH4-].[Li+].